This data is from Full USPTO retrosynthesis dataset with 1.9M reactions from patents (1976-2016). The task is: Predict the reactants needed to synthesize the given product. Given the product [C:58]1([C:48]2[N:49]=[C:50]([C:52]3[CH:53]=[CH:54][CH:55]=[CH:56][CH:57]=3)[N:51]=[C:46]([C:39]3[C:38]4[C:37]5[C:32](=[CH:33][CH:34]=[CH:35][CH:36]=5)[C:24]5([C:23]6[CH:22]=[CH:21][CH:20]=[C:19]([C:9]7[N:8]=[C:7]([C:1]8[CH:2]=[CH:3][CH:4]=[CH:5][CH:6]=8)[N:12]=[C:11]([C:13]8[CH:14]=[CH:15][CH:16]=[CH:17][CH:18]=8)[N:10]=7)[C:31]=6[C:30]6[C:25]5=[CH:26][CH:27]=[CH:28][CH:29]=6)[C:43]=4[CH:42]=[CH:41][CH:40]=3)[N:47]=2)[CH:63]=[CH:62][CH:61]=[CH:60][CH:59]=1, predict the reactants needed to synthesize it. The reactants are: [C:1]1([C:7]2[N:12]=[C:11]([C:13]3[CH:18]=[CH:17][CH:16]=[CH:15][CH:14]=3)[N:10]=[C:9]([C:19]3[C:31]4[C:30]5[C:25](=[CH:26][CH:27]=[CH:28][CH:29]=5)[C:24]5([C:43]6[C:42](OC)=[CH:41][CH:40]=[C:39]([C:46]7[N:51]=[C:50]([C:52]8[CH:57]=[CH:56][CH:55]=[CH:54][CH:53]=8)[N:49]=[C:48]([C:58]8[CH:63]=[CH:62][CH:61]=[CH:60][CH:59]=8)[N:47]=7)[C:38]=6[C:37]6[C:32]5=[CH:33][CH:34]=[CH:35][CH:36]=6)[C:23]=4[C:22](OC)=[CH:21][CH:20]=3)[N:8]=2)[CH:6]=[CH:5][CH:4]=[CH:3][CH:2]=1.C1(N2C(Cl)=NN=N2)C=CC=CC=1.C([O-])([O-])=O.[K+].[K+].